This data is from Forward reaction prediction with 1.9M reactions from USPTO patents (1976-2016). The task is: Predict the product of the given reaction. Given the reactants CN(C)[CH:3]=[O:4].P(Cl)(Cl)(Cl)=O.[CH2:11]([O:13][C:14]([C:16]1[C:20]([CH3:21])=[CH:19][NH:18][C:17]=1[CH3:22])=[O:15])[CH3:12].Cl, predict the reaction product. The product is: [CH2:11]([O:13][C:14]([C:16]1[C:20]([CH3:21])=[C:19]([CH:3]=[O:4])[NH:18][C:17]=1[CH3:22])=[O:15])[CH3:12].